The task is: Predict which catalyst facilitates the given reaction.. This data is from Catalyst prediction with 721,799 reactions and 888 catalyst types from USPTO. (1) Reactant: C(N(CC)CC)C.[CH3:8][O:9][C:10]1[CH:26]=[CH:25][C:13]([CH2:14][NH:15][CH2:16][C:17]2[CH:22]=[CH:21][C:20]([O:23][CH3:24])=[CH:19][CH:18]=2)=[CH:12][CH:11]=1.[CH2:27]([NH:34][C:35]1[CH:40]=[C:39]([CH2:41][CH2:42][CH2:43][CH2:44][CH3:45])[N:38]=[C:37](Cl)[C:36]=1[N+:47]([O-:49])=[O:48])[C:28]1[CH:33]=[CH:32][CH:31]=[CH:30][CH:29]=1. Product: [CH2:27]([NH:34][C:35]1[CH:40]=[C:39]([CH2:41][CH2:42][CH2:43][CH2:44][CH3:45])[N:38]=[C:37]([N:15]([CH2:14][C:13]2[CH:12]=[CH:11][C:10]([O:9][CH3:8])=[CH:26][CH:25]=2)[CH2:16][C:17]2[CH:22]=[CH:21][C:20]([O:23][CH3:24])=[CH:19][CH:18]=2)[C:36]=1[N+:47]([O-:49])=[O:48])[C:28]1[CH:33]=[CH:32][CH:31]=[CH:30][CH:29]=1. The catalyst class is: 11. (2) Reactant: C(O)(C(F)(F)F)=O.[F:8][CH:9]([F:36])[C:10]1[CH:35]=[N:34][C:13]2[N:14]=[C:15]([N:21]3[CH2:24][CH:23]([N:25](C)[C:26](=O)OC(C)(C)C)[CH2:22]3)[C:16]3[N:17]([CH:18]=[N:19][N:20]=3)[C:12]=2[CH:11]=1. Product: [F:36][CH:9]([F:8])[C:10]1[CH:35]=[N:34][C:13]2[N:14]=[C:15]([N:21]3[CH2:22][CH:23]([NH:25][CH3:26])[CH2:24]3)[C:16]3[N:17]([CH:18]=[N:19][N:20]=3)[C:12]=2[CH:11]=1. The catalyst class is: 2. (3) Reactant: CC(C)([O-])C.[K+].[Cl:7][C:8]1[N:9]=[CH:10][C:11]2[CH2:12][CH2:13][CH2:14][CH2:15][C:16]=2[CH:17]=1.[N:18](OC(C)(C)C)=[O:19].[Cl-].[Na+]. Product: [Cl:7][C:8]1[N:9]=[CH:10][C:11]2[CH2:12][CH2:13][CH2:14]/[C:15](=[N:18]\[OH:19])/[C:16]=2[CH:17]=1. The catalyst class is: 1.